Predict which catalyst facilitates the given reaction. From a dataset of Catalyst prediction with 721,799 reactions and 888 catalyst types from USPTO. (1) Reactant: [N:1]([C:4]1[CH:12]=[CH:11][C:7]([C:8]([OH:10])=O)=[CH:6][CH:5]=1)=[N+:2]=[N-:3].C1C=CC2N(O)N=NC=2C=1.[CH2:23]([NH2:30])[C:24]1[CH:29]=[CH:28][CH:27]=[CH:26][CH:25]=1.CCN=C=NCCCN(C)C. Product: [N:1]([C:4]1[CH:5]=[CH:6][C:7]([C:8]([NH:30][CH2:23][C:24]2[CH:29]=[CH:28][CH:27]=[CH:26][CH:25]=2)=[O:10])=[CH:11][CH:12]=1)=[N+:2]=[N-:3]. The catalyst class is: 444. (2) Product: [C:17]([O:16][C:14]([NH:13][CH2:12][C:9]1[CH:10]=[CH:11][C:6]([O:5][CH2:4][C:3]([OH:47])=[O:2])=[C:7]([CH:21]2[CH2:26][CH2:25][N:24]([C:27]([C:29]3[C:37]4[C:32](=[C:33]([O:38][C:39]([F:40])([F:41])[F:42])[CH:34]=[CH:35][CH:36]=4)[N:31]([CH2:43][CH2:44][O:45][CH3:46])[CH:30]=3)=[O:28])[CH2:23][CH2:22]2)[CH:8]=1)=[O:15])([CH3:20])([CH3:19])[CH3:18]. Reactant: C[O:2][C:3](=[O:47])[CH2:4][O:5][C:6]1[CH:11]=[CH:10][C:9]([CH2:12][NH:13][C:14]([O:16][C:17]([CH3:20])([CH3:19])[CH3:18])=[O:15])=[CH:8][C:7]=1[CH:21]1[CH2:26][CH2:25][N:24]([C:27]([C:29]2[C:37]3[C:32](=[C:33]([O:38][C:39]([F:42])([F:41])[F:40])[CH:34]=[CH:35][CH:36]=3)[N:31]([CH2:43][CH2:44][O:45][CH3:46])[CH:30]=2)=[O:28])[CH2:23][CH2:22]1. The catalyst class is: 273. (3) Reactant: [CH:1]([C:4]1[CH:9]=[CH:8][C:7]([CH:10]([C:14]2([CH3:19])OCC[O:15]2)[C:11]([NH2:13])=[O:12])=[CH:6][CH:5]=1)([CH3:3])[CH3:2].C1(C)C=CC(S(O)(=O)=O)=CC=1. Product: [CH:1]([C:4]1[CH:9]=[CH:8][C:7]([CH:10]([C:14](=[O:15])[CH3:19])[C:11]([NH2:13])=[O:12])=[CH:6][CH:5]=1)([CH3:3])[CH3:2]. The catalyst class is: 95. (4) Reactant: [CH2:1]([O:3][C:4](=[O:32])[CH:5]([C:10]1[CH:11]=[C:12]([C:22]2[CH:27]=[CH:26][C:25]([C:28]([F:31])([F:30])[F:29])=[CH:24][CH:23]=2)[CH:13]=[C:14]([CH:16]2[CH2:21][CH2:20][CH2:19][NH:18][CH2:17]2)[CH:15]=1)[CH2:6][CH:7]([CH3:9])[CH3:8])[CH3:2].Br[CH2:34][C:35]1[CH:40]=[C:39]([C:41]([F:44])([F:43])[F:42])[CH:38]=[C:37]([C:45]([F:48])([F:47])[F:46])[CH:36]=1.C(N(C(C)C)CC)(C)C. Product: [CH2:1]([O:3][C:4](=[O:32])[CH:5]([C:10]1[CH:11]=[C:12]([C:22]2[CH:23]=[CH:24][C:25]([C:28]([F:29])([F:30])[F:31])=[CH:26][CH:27]=2)[CH:13]=[C:14]([CH:16]2[CH2:21][CH2:20][CH2:19][N:18]([CH2:34][C:35]3[CH:36]=[C:37]([C:45]([F:47])([F:48])[F:46])[CH:38]=[C:39]([C:41]([F:42])([F:43])[F:44])[CH:40]=3)[CH2:17]2)[CH:15]=1)[CH2:6][CH:7]([CH3:9])[CH3:8])[CH3:2]. The catalyst class is: 210. (5) Reactant: [C:1]([O:4][CH2:5][C@@:6]([NH:26]C(=O)C)([CH3:25])[CH2:7][CH2:8][C:9]1[O:10][C:11]([C:14]#[C:15][CH2:16][O:17][C:18]2[CH:23]=[CH:22][C:21]([Cl:24])=[CH:20][CH:19]=2)=[CH:12][CH:13]=1)(=[O:3])[CH3:2].O1CCCC1.CO.[OH2:37].[OH-:38].[Li+]. Product: [C:2]([OH:38])(=[O:37])[C:1]([OH:4])=[O:3].[NH2:26][C@:6]([CH3:25])([CH2:7][CH2:8][C:9]1[O:10][C:11]([C:14]#[C:15][CH2:16][O:17][C:18]2[CH:19]=[CH:20][C:21]([Cl:24])=[CH:22][CH:23]=2)=[CH:12][CH:13]=1)[CH2:5][OH:4]. The catalyst class is: 6. (6) Product: [CH3:25][C:21]1([CH3:26])[CH2:20][CH2:19][C:18]([CH3:27])([CH3:28])[C:17]2[CH:16]=[C:15]([C:3]3([CH3:2])[C:7]4[CH:8]=[C:9]([CH2:12][OH:13])[CH:10]=[CH:11][C:6]=4[O:5][CH2:4]3)[CH:24]=[CH:23][C:22]1=2. The catalyst class is: 1. Reactant: B.[CH3:2][C:3]1([C:15]2[CH:24]=[CH:23][C:22]3[C:21]([CH3:26])([CH3:25])[CH2:20][CH2:19][C:18]([CH3:28])([CH3:27])[C:17]=3[CH:16]=2)[C:7]2[CH:8]=[C:9]([C:12](O)=[O:13])[CH:10]=[CH:11][C:6]=2[O:5][CH2:4]1.O. (7) Reactant: C(=O)([O-])[O-].[K+].[K+].[CH3:7][C@H:8]1[NH:13][C@@H:12]([CH3:14])[CH2:11][N:10]([C:15]([O:17][C:18]([CH3:21])([CH3:20])[CH3:19])=[O:16])[CH2:9]1.Br[CH2:23][CH2:24][N:25]1[C:29](=[O:30])[C:28]2=[CH:31][CH:32]=[CH:33][CH:34]=[C:27]2[C:26]1=[O:35].[I-].[Na+]. Product: [NH3:10].[O:35]=[C:26]1[C:27]2[C:28](=[CH:31][CH:32]=[CH:33][CH:34]=2)[C:29](=[O:30])[N:25]1[CH2:24][CH2:23][N:13]1[C@@H:8]([CH3:7])[CH2:9][N:10]([C:15]([O:17][C:18]([CH3:19])([CH3:21])[CH3:20])=[O:16])[CH2:11][C@H:12]1[CH3:14]. The catalyst class is: 10. (8) Reactant: [CH2:1]([O:8][C:9]([NH:11][C@@H:12]([CH2:16][CH2:17][NH:18][CH:19]1[CH2:24][CH2:23][N:22]([C:25]([O:27][C:28]([CH3:31])([CH3:30])[CH3:29])=[O:26])[CH2:21][C:20]1([CH3:33])[CH3:32])[C:13]([OH:15])=O)=[O:10])[C:2]1[CH:7]=[CH:6][CH:5]=[CH:4][CH:3]=1.CCN(C(C)C)C(C)C.CN(C(ON1N=NC2C=CC=CC1=2)=[N+](C)C)C.F[P-](F)(F)(F)(F)F.[OH-].[Na+]. Product: [CH2:1]([O:8][C:9]([NH:11][C@H:12]1[CH2:16][CH2:17][N:18]([CH:19]2[CH2:24][CH2:23][N:22]([C:25]([O:27][C:28]([CH3:30])([CH3:29])[CH3:31])=[O:26])[CH2:21][C:20]2([CH3:33])[CH3:32])[C:13]1=[O:15])=[O:10])[C:2]1[CH:7]=[CH:6][CH:5]=[CH:4][CH:3]=1. The catalyst class is: 31. (9) Reactant: C([O:3][C:4]([CH:6]1[CH2:11][CH2:10][N:9]([C:12]([O:14][C:15]([CH3:18])([CH3:17])[CH3:16])=[O:13])[CH2:8][CH:7]1[NH:19][S:20]([C:23]1[CH:28]=[CH:27][C:26]([O:29][CH2:30][C:31]2[C:40]3[C:35](=[CH:36][CH:37]=[CH:38][CH:39]=3)[N:34]=[C:33]([CH3:41])[CH:32]=2)=[CH:25][CH:24]=1)(=[O:22])=[O:21])=[O:5])C.[OH-].[Li+]. Product: [C:15]([O:14][C:12]([N:9]1[CH2:10][CH2:11][CH:6]([C:4]([OH:5])=[O:3])[CH:7]([NH:19][S:20]([C:23]2[CH:28]=[CH:27][C:26]([O:29][CH2:30][C:31]3[C:40]4[C:35](=[CH:36][CH:37]=[CH:38][CH:39]=4)[N:34]=[C:33]([CH3:41])[CH:32]=3)=[CH:25][CH:24]=2)(=[O:21])=[O:22])[CH2:8]1)=[O:13])([CH3:18])([CH3:17])[CH3:16]. The catalyst class is: 87.